This data is from Experimental lipophilicity measurements (octanol/water distribution) for 4,200 compounds from AstraZeneca. The task is: Regression/Classification. Given a drug SMILES string, predict its absorption, distribution, metabolism, or excretion properties. Task type varies by dataset: regression for continuous measurements (e.g., permeability, clearance, half-life) or binary classification for categorical outcomes (e.g., BBB penetration, CYP inhibition). For this dataset (lipophilicity_astrazeneca), we predict Y. (1) The compound is COc1cc(OC2CCN(C)CC2)c2c(Nc3cccc4c3OCCO4)ncnc2c1. The Y is 2.26 logD. (2) The drug is Cn1cc(C(=O)CCCCOc2ccc(C(=O)O)cc2)cc1C=O. The Y is 0.140 logD. (3) The molecule is O=C(O)COc1ccc(Cl)cc1CN1CCCN(S(=O)(=O)c2ccccc2)CC1. The Y is 1.01 logD. (4) The drug is CC(=O)N(C)c1ccc(Nc2ncc3cc(-c4ccncc4)ccc3n2)cc1. The Y is 2.88 logD. (5) The compound is COc1ccc(NC(=O)CCc2c(C)nc3nc(C)nn3c2C)cc1. The Y is 1.40 logD. (6) The drug is O=C(O)CCCc1ccc(N(CCCl)CCCl)cc1. The Y is 1.47 logD. (7) The compound is CCN(C(=O)NCc1ccccc1)C1CCN(CCC(c2ccccc2)c2ccccc2)CC1. The Y is 4.00 logD.